This data is from Catalyst prediction with 721,799 reactions and 888 catalyst types from USPTO. The task is: Predict which catalyst facilitates the given reaction. Reactant: [O:1]=[C:2]([CH2:9][CH3:10])[CH2:3][C:4]([O:6][CH2:7][CH3:8])=[O:5].[Br:11]Br. Product: [Br:11][CH:9]([CH3:10])[C:2](=[O:1])[CH2:3][C:4]([O:6][CH2:7][CH3:8])=[O:5]. The catalyst class is: 22.